The task is: Predict the reaction yield, written as a fraction of the theoretical maximum amount of product (1.0 means a 100% yield; for example, 0.34 means a 34% yield).. This data is from Reaction yield outcomes from USPTO patents with 853,638 reactions. (1) The reactants are N[C@]12CC[C@@H](C(C)=C)[C@@H]1[C@@H]1[C@@](C)(CC2)[C@@]2(C)[C@@H]([C@]3(C)[C@@H](CC2)C(C)(C)C(C2C=CC(C(OC)=O)=CC=2)=CC3)CC1.CN(C)CC[C:45]([NH:47][C@:48]12[CH2:82][CH2:81][C@@H:80]([C:83]([CH3:85])=[CH2:84])[C@@H:49]1[C@@H:50]1[C@@:63]([CH3:66])([CH2:64][CH2:65]2)[C@@:62]2([CH3:67])[C@@H:53]([C@:54]3([CH3:79])[C@@H:59]([CH2:60][CH2:61]2)[C:58]([CH3:69])([CH3:68])[C:57]([C:70]2[CH:78]=[CH:77][C:73]([C:74]([OH:76])=[O:75])=[CH:72][CH:71]=2)=[CH:56][CH2:55]3)[CH2:52][CH2:51]1)=[O:46].[CH3:87][N:88]1[CH:92]=[CH:91][N:90]=[C:89]1[CH2:93][CH2:94]C(O)=O. No catalyst specified. The product is [CH3:66][C@:63]12[C@@:62]3([CH3:67])[C@@H:53]([C@:54]4([CH3:79])[C@@H:59]([CH2:60][CH2:61]3)[C:58]([CH3:69])([CH3:68])[C:57]([C:70]3[CH:71]=[CH:72][C:73]([C:74]([OH:76])=[O:75])=[CH:77][CH:78]=3)=[CH:56][CH2:55]4)[CH2:52][CH2:51][C@@H:50]1[C@H:49]1[C@H:80]([C:83]([CH3:85])=[CH2:84])[CH2:81][CH2:82][C@:48]1([NH:47][C:45](=[O:46])[CH2:94][CH2:93][C:89]1[N:88]([CH3:87])[CH:92]=[CH:91][N:90]=1)[CH2:65][CH2:64]2. The yield is 0.290. (2) The reactants are [Br:1][C:2]1[CH:11]=[C:10]2[C:5]([CH:6]=[CH:7][C:8](=O)[NH:9]2)=[N:4][CH:3]=1.O=P(Cl)(Cl)[Cl:15]. No catalyst specified. The product is [Br:1][C:2]1[CH:11]=[C:10]2[C:5]([CH:6]=[CH:7][C:8]([Cl:15])=[N:9]2)=[N:4][CH:3]=1. The yield is 0.629. (3) The reactants are Cl[C:2]1[C:7]([C:8]2[C:9]([F:15])=[N:10][CH:11]=[C:12]([CH3:14])[CH:13]=2)=[C:6]([N+:16]([O-:18])=[O:17])[C:5]([CH3:19])=[C:4]([C:20]([F:23])([F:22])[F:21])[CH:3]=1.[CH2:24]([S:26]([C:29]1[CH:30]=[C:31](B(O)O)[CH:32]=[CH:33][CH:34]=1)(=[O:28])=[O:27])[CH3:25].C1(P(C2CCCCC2)C2CCCCC2)CCCCC1.C([O-])([O-])=O.[Cs+].[Cs+]. The catalyst is O1CCOCC1. The product is [CH2:24]([S:26]([C:29]1[CH:34]=[C:33]([C:2]2[CH:3]=[C:4]([C:20]([F:23])([F:21])[F:22])[C:5]([CH3:19])=[C:6]([N+:16]([O-:18])=[O:17])[C:7]=2[C:8]2[C:9]([F:15])=[N:10][CH:11]=[C:12]([CH3:14])[CH:13]=2)[CH:32]=[CH:31][CH:30]=1)(=[O:27])=[O:28])[CH3:25]. The yield is 0.780. (4) The reactants are [F:1][C:2]([F:29])([O:6][C:7]1[CH:8]=[C:9]([CH2:13][N:14]([CH2:22][C@@H:23]([OH:28])[C:24]([F:27])([F:26])[F:25])[C:15]2[CH:16]=[C:17]([OH:21])[CH:18]=[CH:19][CH:20]=2)[CH:10]=[CH:11][CH:12]=1)[CH:3]([F:5])[F:4].[F:30][C:31]([F:41])([F:40])[C:32]1[CH:33]=[C:34]([CH:37]=[CH:38][CH:39]=1)[CH2:35]Br.C(=O)([O-])[O-].[Cs+].[Cs+]. The catalyst is CC(C)=O. The product is [F:1][C:2]([F:29])([O:6][C:7]1[CH:8]=[C:9]([CH2:13][N:14]([C:15]2[CH:20]=[CH:19][CH:18]=[C:17]([O:21][CH2:35][C:34]3[CH:37]=[CH:38][CH:39]=[C:32]([C:31]([F:30])([F:40])[F:41])[CH:33]=3)[CH:16]=2)[CH2:22][C@@H:23]([OH:28])[C:24]([F:26])([F:27])[F:25])[CH:10]=[CH:11][CH:12]=1)[CH:3]([F:5])[F:4]. The yield is 0.450. (5) The reactants are [C:1]([C:5]1(C(OC)=O)[CH2:10][CH2:9][O:8][CH2:7][CH2:6]1)(=[O:4])[CH2:2][CH3:3].S(=O)(=O)(O)O.[OH-].[Na+]. The catalyst is O. The product is [C:1]([CH:5]1[CH2:10][CH2:9][O:8][CH2:7][CH2:6]1)(=[O:4])[CH2:2][CH3:3]. The yield is 0.760. (6) The reactants are [OH:1][C:2]1[CH:11]=[C:10]([F:12])[CH:9]=[CH:8][C:3]=1[C:4]([O:6][CH3:7])=[O:5].[C:13]([O:17][C:18]([NH:20][CH2:21][CH2:22][CH2:23]O)=[O:19])([CH3:16])([CH3:15])[CH3:14]. No catalyst specified. The product is [F:12][C:10]1[CH:9]=[CH:8][C:3]([C:4]([O:6][CH3:7])=[O:5])=[C:2]([O:1][CH2:23][CH2:22][CH2:21][NH:20][C:18]([O:17][C:13]([CH3:14])([CH3:16])[CH3:15])=[O:19])[CH:11]=1. The yield is 0.840.